This data is from Catalyst prediction with 721,799 reactions and 888 catalyst types from USPTO. The task is: Predict which catalyst facilitates the given reaction. (1) Reactant: [CH3:1][O:2][C:3]1[CH:4]=[C:5]2[C:10](=[CH:11][C:12]=1[O:13][CH3:14])[N:9]=[CH:8][CH:7]=[C:6]2[O:15][C:16]1[CH:22]=[CH:21][C:19]([NH2:20])=[C:18]([N+:23]([O-:25])=[O:24])[CH:17]=1.C(N(CC)CC)C.ClC(Cl)(O[C:37](=[O:43])OC(Cl)(Cl)Cl)Cl.[N:45]1([CH2:51][CH2:52][NH2:53])[CH2:50][CH2:49][CH2:48][CH2:47][CH2:46]1. Product: [CH3:1][O:2][C:3]1[CH:4]=[C:5]2[C:10](=[CH:11][C:12]=1[O:13][CH3:14])[N:9]=[CH:8][CH:7]=[C:6]2[O:15][C:16]1[CH:22]=[CH:21][C:19]([NH:20][C:37]([NH:53][CH2:52][CH2:51][N:45]2[CH2:50][CH2:49][CH2:48][CH2:47][CH2:46]2)=[O:43])=[C:18]([N+:23]([O-:25])=[O:24])[CH:17]=1. The catalyst class is: 146. (2) Reactant: [C:1](OCC)(=[O:6])[CH2:2][C:3]([CH3:5])=O.[C:10]1(=[O:17])[CH2:15][CH2:14][CH2:13][C:12](=[O:16])[CH2:11]1. Product: [CH3:5][C:3]1[C:11]2[C:10](=[O:17])[CH2:15][CH2:14][CH2:13][C:12]=2[O:16][C:1](=[O:6])[CH:2]=1. The catalyst class is: 377. (3) Reactant: Cl.[CH3:2][O:3][C:4]1[CH:16]=[CH:15][C:7]([CH2:8][C@@H:9]([C:11]([O:13][CH3:14])=[O:12])[NH2:10])=[CH:6][CH:5]=1.C(N(CC)CC)C.[F:24][C:25]1[CH:35]=[CH:34][CH:33]=[CH:32][C:26]=1[CH:27]=[CH:28][C:29](O)=[O:30].CCN=C=NCCCN(C)C.Cl. Product: [F:24][C:25]1[CH:35]=[CH:34][CH:33]=[CH:32][C:26]=1[CH:27]=[CH:28][C:29]([NH:10][C@H:9]([C:11]([O:13][CH3:14])=[O:12])[CH2:8][C:7]1[CH:6]=[CH:5][C:4]([O:3][CH3:2])=[CH:16][CH:15]=1)=[O:30]. The catalyst class is: 2. (4) Reactant: [CH3:1][O:2][C:3]1[CH:4]=[C:5]([CH2:11][CH2:12][CH2:13]I)[CH:6]=[CH:7][C:8]=1[O:9][CH3:10].[Cl:15][C:16]1[N:21]=[C:20](Cl)[N:19]=[C:18]([N:23]2[CH2:28][CH2:27][O:26][CH2:25][CH2:24]2)[N:17]=1. Product: [Cl:15][C:16]1[N:17]=[C:18]([N:23]2[CH2:24][CH2:25][O:26][CH2:27][CH2:28]2)[N:19]=[C:20]([CH2:13][CH2:12][CH2:11][C:5]2[CH:6]=[CH:7][C:8]([O:9][CH3:10])=[C:3]([O:2][CH3:1])[CH:4]=2)[N:21]=1. The catalyst class is: 324. (5) Reactant: [Br:1][C:2]1[C:10]2[S:9][N:8]=[N:7][C:6]=2[CH:5]=[C:4](I)[CH:3]=1.[F:12][C:13]1[CH:14]=[C:15](B(O)O)[CH:16]=[CH:17][CH:18]=1.C(=O)([O-])[O-].[K+].[K+].O1CCOCC1. Product: [Br:1][C:2]1[C:10]2[S:9][N:8]=[N:7][C:6]=2[CH:5]=[C:4]([C:17]2[CH:16]=[CH:15][CH:14]=[C:13]([F:12])[CH:18]=2)[CH:3]=1. The catalyst class is: 6. (6) Reactant: [CH2:1]([O:8][CH2:9][CH2:10][C@H:11]([NH:15][C:16]([O:18][C:19]([CH3:22])([CH3:21])[CH3:20])=[O:17])[C:12](O)=[O:13])[C:2]1[CH:7]=[CH:6][CH:5]=[CH:4][CH:3]=1.C[N:24]1CCOCC1.C(OC(Cl)=O)C(C)C.N. Product: [C:19]([O:18][C:16](=[O:17])[NH:15][C@H:11]([C:12](=[O:13])[NH2:24])[CH2:10][CH2:9][O:8][CH2:1][C:2]1[CH:7]=[CH:6][CH:5]=[CH:4][CH:3]=1)([CH3:22])([CH3:21])[CH3:20]. The catalyst class is: 1. (7) Reactant: [OH:1][N:2]=[C:3]([C:5]1[CH:13]=[CH:12][C:11]2[N:10]3[CH2:14][CH2:15][CH:16]([CH2:17][C:18]([O:20][C:21]([CH3:24])([CH3:23])[CH3:22])=[O:19])[C:9]3=[CH:8][C:7]=2[CH:6]=1)[NH2:4].C(N(CC)CC)C.[Cl:32][C:33]1[CH:34]=[C:35]([CH:39]=[C:40]([CH3:42])[N:41]=1)[C:36](Cl)=O. Product: [Cl:32][C:33]1[CH:34]=[C:35]([C:36]2[O:1][N:2]=[C:3]([C:5]3[CH:13]=[CH:12][C:11]4[N:10]5[CH2:14][CH2:15][CH:16]([CH2:17][C:18]([O:20][C:21]([CH3:24])([CH3:23])[CH3:22])=[O:19])[C:9]5=[CH:8][C:7]=4[CH:6]=3)[N:4]=2)[CH:39]=[C:40]([CH3:42])[N:41]=1. The catalyst class is: 1. (8) Reactant: C([O:5][C:6](=[O:41])[CH2:7][N:8]([S:30]([C:33]1[CH:38]=[C:37]([Cl:39])[CH:36]=[C:35]([Cl:40])[CH:34]=1)(=[O:32])=[O:31])[C:9]1[CH:10]=[C:11]2[C:15](=[CH:16][CH:17]=1)[N:14]([C:18]1[CH:23]=[C:22]([C:24](=[O:29])[NH:25][CH2:26][CH2:27][OH:28])[CH:21]=[CH:20][N:19]=1)[CH:13]=[CH:12]2)(C)(C)C.FC(F)(F)C(O)=O.[OH-].[Na+].Cl. Product: [Cl:39][C:37]1[CH:38]=[C:33]([S:30]([N:8]([CH2:7][C:6]([OH:41])=[O:5])[C:9]2[CH:10]=[C:11]3[C:15](=[CH:16][CH:17]=2)[N:14]([C:18]2[CH:23]=[C:22]([C:24](=[O:29])[NH:25][CH2:26][CH2:27][OH:28])[CH:21]=[CH:20][N:19]=2)[CH:13]=[CH:12]3)(=[O:32])=[O:31])[CH:34]=[C:35]([Cl:40])[CH:36]=1. The catalyst class is: 489.